From a dataset of Reaction yield outcomes from USPTO patents with 853,638 reactions. Predict the reaction yield, written as a fraction of the theoretical maximum amount of product (1.0 means a 100% yield; for example, 0.34 means a 34% yield). (1) The reactants are [CH3:1][C:2]([CH3:29])([CH2:7][CH2:8][C:9]1[S:10][C:11]([C:14]2[CH:19]=[CH:18][C:17]([NH:20][C:21]([N:23]3[CH2:28][CH2:27][CH2:26][CH2:25][CH2:24]3)=[O:22])=[CH:16][CH:15]=2)=[CH:12][N:13]=1)[C:3]([O:5][CH3:6])=[O:4].Cl.[CH2:31]1[C:39]2C(=CC=CC=2)[CH2:33][CH:32]1N. No catalyst specified. The product is [CH2:25]1[C:26]2[C:27](=[CH:39][CH:31]=[CH:32][CH:33]=2)[CH2:28][CH:24]1[NH:23][C:21](=[O:22])[NH:20][C:17]1[CH:16]=[CH:15][C:14]([C:11]2[S:10][C:9]([CH2:8][CH2:7][C:2]([CH3:1])([CH3:29])[C:3]([O:5][CH3:6])=[O:4])=[N:13][CH:12]=2)=[CH:19][CH:18]=1. The yield is 0.690. (2) The reactants are C(OC1C=CC2SC([NH:12][C:13]([C:15]3[O:16][C:17]4[C:22]([C:23](=[O:25])[CH:24]=3)=[CH:21][CH:20]=[CH:19][C:18]=4[N:26]3[CH2:31][CH2:30][N:29]([CH3:32])[CH2:28][CH2:27]3)=[O:14])=NC=2C=1)C.[O:34]1[CH2:39][CH2:38][N:37]([C:40]2[CH:46]=[CH:45][C:43](N)=[CH:42][CH:41]=2)[CH2:36][CH2:35]1.CN([C:50]([O:54]N1N=NC2C=CC=CC1=2)=[N+](C)C)C.[B-](F)(F)(F)F.[CH:69]1C=CC2N(O)N=NC=2C=1. The catalyst is CN(C=O)C. The product is [N:37]1([C:40]2[CH:46]=[CH:45][C:43]([NH:12][C:13]([C:15]3[O:16][C:17]4[C:22]([C:23](=[O:25])[CH:24]=3)=[CH:21][C:20]([O:54][CH3:50])=[CH:19][C:18]=4[N:26]3[CH2:31][CH2:69][CH2:30][N:29]([CH3:32])[CH2:28][CH2:27]3)=[O:14])=[CH:42][CH:41]=2)[CH2:38][CH2:39][O:34][CH2:35][CH2:36]1. The yield is 0.790. (3) The reactants are Cl[C:2]1[CH:7]=[C:6](I)[C:5]([Cl:9])=[CH:4][N:3]=1.[NH2:10][C:11]1[CH:18]=[C:17]([F:19])[CH:16]=[CH:15][C:12]=1C#N.[O-]P(OP(OP([O-])([O-])=O)([O-])=O)(=O)[O-].[K+].[K+].[K+].[K+].[K+].C1C=CC(P(C2C(OC3C(P(C4C=CC=CC=4)C4C=CC=CC=4)=CC=CC=3)=CC=CC=2)C2C=CC=CC=2)=CC=1.[CH3:77][C:78]1[CH:82]=[C:81]([NH2:83])[N:80]([CH:84]([CH3:86])[CH3:85])[N:79]=1.[C:87](=[O:90])([O-])[O-:88].[Cs+].[Cs+].[OH-].[Na+]. The catalyst is O1CCOCC1.C([O-])(=O)C.[Pd+2].C([O-])(=O)C.C(OCC)(=O)C. The product is [Cl:9][C:5]1[C:6]([NH:10][C:11]2[CH:18]=[C:17]([F:19])[CH:16]=[CH:15][C:12]=2[C:87]([OH:88])=[O:90])=[CH:7][C:2]([NH:83][C:81]2[N:80]([CH:84]([CH3:86])[CH3:85])[N:79]=[C:78]([CH3:77])[CH:82]=2)=[N:3][CH:4]=1. The yield is 0.339.